From a dataset of Full USPTO retrosynthesis dataset with 1.9M reactions from patents (1976-2016). Predict the reactants needed to synthesize the given product. Given the product [CH2:14]([O:21][C:22](=[O:30])[NH:23][CH:24]1[CH2:29][CH2:28][N:27]([C:2]2[C:11]3[C:6](=[CH:7][CH:8]=[C:9]([O:12][CH3:13])[N:10]=3)[N:5]=[CH:4][CH:3]=2)[CH2:26][CH2:25]1)[C:15]1[CH:20]=[CH:19][CH:18]=[CH:17][CH:16]=1, predict the reactants needed to synthesize it. The reactants are: Br[C:2]1[CH:3]=[CH:4][N:5]=[C:6]2[C:11]=1[N:10]=[C:9]([O:12][CH3:13])[CH:8]=[CH:7]2.[CH2:14]([O:21][C:22](=[O:30])[NH:23][CH:24]1[CH2:29][CH2:28][NH:27][CH2:26][CH2:25]1)[C:15]1[CH:20]=[CH:19][CH:18]=[CH:17][CH:16]=1.